This data is from Reaction yield outcomes from USPTO patents with 853,638 reactions. The task is: Predict the reaction yield, written as a fraction of the theoretical maximum amount of product (1.0 means a 100% yield; for example, 0.34 means a 34% yield). (1) The reactants are [NH:1]1[C:9]2[C:4](=[CH:5][CH:6]=[CH:7][C:8]=2[CH2:10][NH:11][CH3:12])[CH:3]=[CH:2]1.Cl.Cl.[CH3:15][N:16]1[CH2:22][C:21]2[CH:23]=[C:24](/[CH:27]=[CH:28]/[C:29]([OH:31])=O)[CH:25]=[N:26][C:20]=2[NH:19][C:18](=[O:32])[CH2:17]1.C1C=CC2N(O)N=NC=2C=1.C(N(C(C)C)CC)(C)C.CCN=C=NCCCN(C)C.Cl. The catalyst is CN(C=O)C.O. The product is [NH:1]1[C:9]2[C:4](=[CH:5][CH:6]=[CH:7][C:8]=2[CH2:10][N:11]([CH3:12])[C:29](=[O:31])/[CH:28]=[CH:27]/[C:24]2[CH:25]=[N:26][C:20]3[NH:19][C:18](=[O:32])[CH2:17][N:16]([CH3:15])[CH2:22][C:21]=3[CH:23]=2)[CH:3]=[CH:2]1. The yield is 0.790. (2) The reactants are [C:1]([O:5][C:6](=[O:15])[NH:7][C@@H:8]([CH2:13][OH:14])[C:9]([CH3:12])([CH3:11])[CH3:10])([CH3:4])([CH3:3])[CH3:2].C(N(CC)CC)C.[CH3:23][S:24](Cl)(=[O:26])=[O:25].ClCCl. The catalyst is O1CCCC1.O. The product is [C:1]([O:5][C:6]([NH:7][C@H:8]([C:9]([CH3:12])([CH3:11])[CH3:10])[CH2:13][O:14][S:24]([CH3:23])(=[O:26])=[O:25])=[O:15])([CH3:4])([CH3:2])[CH3:3]. The yield is 0.830. (3) The reactants are [NH2:1][C:2]1[CH:10]=[CH:9][CH:8]=[C:7]2[C:3]=1[C:4](=[O:20])[N:5]([CH:12]1[CH2:17][CH2:16][C:15](=[O:18])[NH:14][C:13]1=[O:19])[C:6]2=[O:11].[N+:21]([C:24]1[CH:25]=[C:26]([CH:30]=[CH:31][CH:32]=1)[C:27](Cl)=[O:28])([O-:23])=[O:22].CO. The catalyst is C1COCC1.C(OCC)C. The product is [O:19]=[C:13]1[CH:12]([N:5]2[C:4](=[O:20])[C:3]3[C:7](=[CH:8][CH:9]=[CH:10][C:2]=3[NH:1][C:27](=[O:28])[C:26]3[CH:30]=[CH:31][CH:32]=[C:24]([N+:21]([O-:23])=[O:22])[CH:25]=3)[C:6]2=[O:11])[CH2:17][CH2:16][C:15](=[O:18])[NH:14]1. The yield is 0.950. (4) The product is [OH:58][C@:50]([C:52]1[CH:56]=[C:55]([CH3:57])[O:54][N:53]=1)([CH3:51])[C:49]#[C:48][C:2]1[CH:3]=[CH:4][C:5]2[O:11][CH2:10][CH2:9][N:8]3[C:12]([C:18]([NH:20][CH2:21][CH:22]4[CH2:25][O:24][CH2:23]4)=[O:19])=[C:13]([C:15]([NH2:17])=[O:16])[N:14]=[C:7]3[C:6]=2[CH:26]=1. The reactants are Br[C:2]1[CH:3]=[CH:4][C:5]2[O:11][CH2:10][CH2:9][N:8]3[C:12]([C:18]([NH:20][CH2:21][CH:22]4[CH2:25][O:24][CH2:23]4)=[O:19])=[C:13]([C:15]([NH2:17])=[O:16])[N:14]=[C:7]3[C:6]=2[CH:26]=1.C(NC(C1N2CCOC3C=CC([C:48]#[C:49][C@@:50]([OH:58])([C:52]4[CH:56]=[C:55]([CH3:57])[O:54][N:53]=4)[CH3:51])=CC=3C2=NC=1C(N)=O)=O)(C)(C)C.CNC1COC1.CC1ON=C([C@](O)(C#C)C)C=1. The yield is 0.0200. No catalyst specified.